This data is from Catalyst prediction with 721,799 reactions and 888 catalyst types from USPTO. The task is: Predict which catalyst facilitates the given reaction. Reactant: C(N(CC)CC)C.[OH:8][CH2:9][CH2:10][O:11][N:12]1[C:16](=[O:17])[C:15]2=[CH:18][CH:19]=[CH:20][CH:21]=[C:14]2[C:13]1=[O:22].[CH3:23][S:24](Cl)(=[O:26])=[O:25]. Product: [O:22]=[C:13]1[C:14]2[C:15](=[CH:18][CH:19]=[CH:20][CH:21]=2)[C:16](=[O:17])[N:12]1[O:11][CH2:10][CH2:9][O:8][S:24]([CH3:23])(=[O:26])=[O:25]. The catalyst class is: 4.